From a dataset of Full USPTO retrosynthesis dataset with 1.9M reactions from patents (1976-2016). Predict the reactants needed to synthesize the given product. (1) The reactants are: [C:1]([C:3]1[S:4][C:5]([C:8]([O:10][CH3:11])=[O:9])=[CH:6][N:7]=1)#[CH:2].[Cl:12][C:13]1[CH:14]=[C:15]([CH:20]=[C:21]([Cl:24])[C:22]=1[Cl:23])[CH2:16][N:17]=[N+:18]=[N-:19].[Na].O=C1O[C@H]([C@H](CO)O)C(O)=C1O. Given the product [Cl:12][C:13]1[CH:14]=[C:15]([CH:20]=[C:21]([Cl:24])[C:22]=1[Cl:23])[CH2:16][N:17]1[CH:2]=[C:1]([C:3]2[S:4][C:5]([C:8]([O:10][CH3:11])=[O:9])=[CH:6][N:7]=2)[N:19]=[N:18]1, predict the reactants needed to synthesize it. (2) Given the product [C:1]([N:5]1[C:9](=[O:10])[C:8]([NH:35][CH:32]2[CH2:31][CH2:30][N:29]([C:26]3[CH:25]=[CH:24][C:23]([CH3:22])=[CH:28][N:27]=3)[CH2:34][CH2:33]2)=[C:7]([C:12]2[CH:17]=[CH:16][CH:15]=[CH:14][CH:13]=2)[S:6]1(=[O:19])=[O:18])([CH3:4])([CH3:3])[CH3:2], predict the reactants needed to synthesize it. The reactants are: [C:1]([N:5]1[C:9](=[O:10])[C:8](Cl)=[C:7]([C:12]2[CH:17]=[CH:16][CH:15]=[CH:14][CH:13]=2)[S:6]1(=[O:19])=[O:18])([CH3:4])([CH3:3])[CH3:2].Cl.Cl.[CH3:22][C:23]1[CH:24]=[CH:25][C:26]([N:29]2[CH2:34][CH2:33][CH:32]([NH2:35])[CH2:31][CH2:30]2)=[N:27][CH:28]=1. (3) Given the product [Cl:1][C:2]1[CH:3]=[C:4]2[C:8](=[CH:9][CH:10]=1)[NH:7][C:6]([CH2:11][C:12]1[CH:13]=[CH:14][CH:15]=[CH:16][CH:17]=1)=[C:5]2[C:22]1[NH:23][CH2:24][CH2:25][N:21]=1, predict the reactants needed to synthesize it. The reactants are: [Cl:1][C:2]1[CH:3]=[C:4]2[C:8](=[CH:9][CH:10]=1)[NH:7][C:6]([CH2:11][C:12]1[CH:17]=[CH:16][CH:15]=[CH:14][CH:13]=1)=[CH:5]2.C([N:21]1[CH2:25][CH2:24][NH:23][C:22]1=O)(=O)C. (4) The reactants are: [CH3:1][O:2][C:3]1[CH:22]=[CH:21][C:6]([CH2:7][C@@H:8]2[C:12]3=[N:13][C:14]4[CH:19]=[CH:18][CH:17]=[CH:16][C:15]=4[N:11]3[C:10](=[O:20])[NH:9]2)=[CH:5][CH:4]=1.[CH3:23][O:24][C:25]1[CH:26]=[C:27]([CH:30]=[CH:31][CH:32]=1)[CH2:28][NH2:29].C(O)(C(F)(F)F)=O. Given the product [NH:13]1[C:14]2[CH:19]=[CH:18][CH:17]=[CH:16][C:15]=2[N:11]=[C:12]1[C@H:8]([NH:9][C:10]([NH:29][CH2:28][C:27]1[CH:30]=[CH:31][CH:32]=[C:25]([O:24][CH3:23])[CH:26]=1)=[O:20])[CH2:7][C:6]1[CH:5]=[CH:4][C:3]([O:2][CH3:1])=[CH:22][CH:21]=1, predict the reactants needed to synthesize it. (5) Given the product [F:49][C:2]1[CH:3]=[CH:4][CH:5]=[CH:6][C:1]=1[N:7]1[C:12](=[O:13])[C:11]2[S:14][CH:15]=[C:16]([C:17]3[CH:18]=[CH:19][CH:20]=[CH:21][CH:22]=3)[C:10]=2[N:9]=[CH:8]1, predict the reactants needed to synthesize it. The reactants are: [C:1]1([N:7]2[C:12](=[O:13])[C:11]3[S:14][CH:15]=[C:16]([C:17]4[CH:22]=[CH:21][CH:20]=[CH:19][CH:18]=4)[C:10]=3[N:9]=[CH:8]2)[CH:6]=[CH:5][CH:4]=[CH:3][CH:2]=1.NC1C(C2C=CC=CC=2)=CSC=1C(OC)=O.C(OCC)(OCC)OCC.[F:49]C1C=CC=CC=1N.